This data is from Full USPTO retrosynthesis dataset with 1.9M reactions from patents (1976-2016). The task is: Predict the reactants needed to synthesize the given product. (1) Given the product [C:12]1([C:15]2[CH:16]=[CH:17][CH:18]=[CH:19][CH:20]=2)[CH:13]=[CH:14][C:9]([NH:8][C:6](=[O:7])[CH2:5][C:4]([OH:21])=[O:3])=[CH:10][CH:11]=1, predict the reactants needed to synthesize it. The reactants are: C([O:3][C:4](=[O:21])[CH2:5][C:6]([NH:8][C:9]1[CH:14]=[CH:13][C:12]([C:15]2[CH:20]=[CH:19][CH:18]=[CH:17][CH:16]=2)=[CH:11][CH:10]=1)=[O:7])C.C1COCC1.O.O[Li].O. (2) Given the product [Br:1][C:2]1[CH:3]=[N:4][C:5]2[N:6]([N:8]=[C:9]([C:11]([N:20]3[CH2:19][CH2:18][N:17]4[C:21]([C:24]5[CH:29]=[CH:28][N:27]=[CH:26][N:25]=5)=[CH:22][CH:23]=[C:16]4[CH:15]3[CH3:14])=[O:13])[CH:10]=2)[CH:7]=1, predict the reactants needed to synthesize it. The reactants are: [Br:1][C:2]1[CH:3]=[N:4][C:5]2[N:6]([N:8]=[C:9]([C:11]([OH:13])=O)[CH:10]=2)[CH:7]=1.[CH3:14][CH:15]1[NH:20][CH2:19][CH2:18][N:17]2[C:21]([C:24]3[CH:29]=[CH:28][N:27]=[CH:26][N:25]=3)=[CH:22][CH:23]=[C:16]12. (3) Given the product [N:39]1([C:45]([N:2]2[CH2:6][CH2:5][C@@H:4]([CH2:7][C:8]3[N:9]([C:14]4[CH:15]=[CH:16][C:17]([C:20]5[CH:29]=[C:28]6[C:23]([CH:24]=[CH:25][CH:26]=[N:27]6)=[CH:22][CH:21]=5)=[CH:18][CH:19]=4)[C:10](=[O:13])[NH:11][N:12]=3)[CH2:3]2)=[O:46])[CH2:44][CH2:43][O:42][CH2:41][CH2:40]1, predict the reactants needed to synthesize it. The reactants are: Cl.[NH:2]1[CH2:6][CH2:5][C@@H:4]([CH2:7][C:8]2[N:9]([C:14]3[CH:19]=[CH:18][C:17]([C:20]4[CH:29]=[C:28]5[C:23]([CH:24]=[CH:25][CH:26]=[N:27]5)=[CH:22][CH:21]=4)=[CH:16][CH:15]=3)[C:10](=[O:13])[NH:11][N:12]=2)[CH2:3]1.C(N(CC)C(C)C)(C)C.[N:39]1([C:45](Cl)=[O:46])[CH2:44][CH2:43][O:42][CH2:41][CH2:40]1. (4) Given the product [CH3:3][C:4]1[CH:9]=[CH:8][C:7]([S:10]([O:13][C@H:14]2[CH2:18][O:17][C@@H:16]3[C@@H:19]([Br:1])[CH2:20][O:21][C@H:15]23)(=[O:12])=[O:11])=[CH:6][CH:5]=1, predict the reactants needed to synthesize it. The reactants are: [Br-:1].[Li+].[CH3:3][C:4]1[CH:9]=[CH:8][C:7]([S:10]([O:13][C@@H:14]2[CH2:18][O:17][C@@H:16]3[C@@H:19](OS(C4C=CC(C)=CC=4)(=O)=O)[CH2:20][O:21][C@H:15]23)(=[O:12])=[O:11])=[CH:6][CH:5]=1. (5) Given the product [CH3:30][C:25]1[CH:26]=[CH:27][CH:28]=[CH:29][C:24]=1[C:23]([C:18]1[CH:19]=[CH:20][CH:21]=[CH:22][C:17]=1[NH:16][CH:4]([CH2:5][C:6]1[CH:7]=[CH:8][C:9]([O:12][CH2:13][CH2:14][C:42]2[C:43]3[NH:44][C:45]4[C:37](=[CH:36][CH:35]=[CH:34][CH:33]=4)[C:38]=3[CH:39]=[CH:40][CH:41]=2)=[CH:10][CH:11]=1)[C:3]([OH:2])=[O:32])=[O:31], predict the reactants needed to synthesize it. The reactants are: C[O:2][C:3](=[O:32])[CH:4]([NH:16][C:17]1[CH:22]=[CH:21][CH:20]=[CH:19][C:18]=1[C:23](=[O:31])[C:24]1[CH:29]=[CH:28][CH:27]=[CH:26][C:25]=1[CH3:30])[CH2:5][C:6]1[CH:11]=[CH:10][C:9]([O:12][CH2:13][CH2:14]Br)=[CH:8][CH:7]=1.[CH:33]1[C:45]2[NH:44][C:43]3[C:38](=[CH:39][CH:40]=[CH:41][CH:42]=3)[C:37]=2[CH:36]=[CH:35][CH:34]=1.[OH-].[Na+].